From a dataset of Full USPTO retrosynthesis dataset with 1.9M reactions from patents (1976-2016). Predict the reactants needed to synthesize the given product. (1) Given the product [OH:23][C:16]1[C:15]([CH2:14][NH:13][C:11]([C:10]2[C:5]3[CH:4]=[N:3][CH:2]=[N:7][C:6]=3[N:8]([C@@H:25]([C:27]3[CH:32]=[CH:31][CH:30]=[CH:29][CH:28]=3)[CH3:26])[C:9]=2[CH3:24])=[O:12])=[C:20]([CH3:21])[CH:19]=[C:18]([CH3:22])[N:17]=1, predict the reactants needed to synthesize it. The reactants are: Cl[C:2]1[N:3]=[CH:4][C:5]2[C:10]([C:11]([NH:13][CH2:14][C:15]3[C:16]([OH:23])=[N:17][C:18]([CH3:22])=[CH:19][C:20]=3[CH3:21])=[O:12])=[C:9]([CH3:24])[N:8]([C@@H:25]([C:27]3[CH:32]=[CH:31][CH:30]=[CH:29][CH:28]=3)[CH3:26])[C:6]=2[N:7]=1. (2) Given the product [CH3:24][O:23][N:22]([CH3:21])[C:17]([CH:13]1[CH2:14][CH2:15][CH2:16][N:11]([C:9]([O:8][CH2:1][C:2]2[CH:3]=[CH:4][CH:5]=[CH:6][CH:7]=2)=[O:10])[CH2:12]1)=[O:19], predict the reactants needed to synthesize it. The reactants are: [CH2:1]([O:8][C:9]([N:11]1[CH2:16][CH2:15][CH2:14][CH:13]([C:17]([OH:19])=O)[CH2:12]1)=[O:10])[C:2]1[CH:7]=[CH:6][CH:5]=[CH:4][CH:3]=1.Cl.[CH3:21][NH:22][O:23][CH3:24].C(N(CC)CC)C.ON1C2C=CC=CC=2N=N1.Cl.CN(C)CCCN=C=NCC.